From a dataset of Full USPTO retrosynthesis dataset with 1.9M reactions from patents (1976-2016). Predict the reactants needed to synthesize the given product. (1) Given the product [C:10]([O:9][C:3](=[O:8])[CH2:4][C:5](=[O:7])[NH:17][NH:16][C:20]([CH:21]1[CH2:29][CH2:28][N:27]([C:30]2[CH:31]=[CH:35][CH:36]=[CH:37][N:38]=2)[CH2:25][CH2:26]1)=[O:14])([CH3:13])([CH3:12])[CH3:11], predict the reactants needed to synthesize it. The reactants are: NN.[C:3]([O:9][C:10]([CH3:13])([CH3:12])[CH3:11])(=[O:8])[CH2:4][C:5]([O-:7])=O.[OH2:14].O[N:16]1[C:20]2[CH:21]=CC=CC=2N=[N:17]1.[CH2:25]([N:27]([CH2:30][CH3:31])[CH2:28][CH3:29])[CH3:26].Cl.CN(C)[CH2:35][CH2:36][CH2:37][N:38]=C=NCC. (2) Given the product [CH:1]1([C@@H:4]2[C:11]3[C:7](=[N:8][NH:9][CH:10]=3)[CH:6]([CH2:12][OH:13])[N:5]2[S:22]([C:19]2[CH:18]=[CH:17][C:16]([C:15]([F:14])([F:26])[F:27])=[CH:21][CH:20]=2)(=[O:24])=[O:23])[CH2:3][CH2:2]1, predict the reactants needed to synthesize it. The reactants are: [CH:1]1([C@@H:4]2[C:11]3[C:7](=[N:8][NH:9][CH:10]=3)[CH:6]([CH2:12][OH:13])[NH:5]2)[CH2:3][CH2:2]1.[F:14][C:15]([F:27])([F:26])[C:16]1[CH:21]=[CH:20][C:19]([S:22](Cl)(=[O:24])=[O:23])=[CH:18][CH:17]=1.